Dataset: Peptide-MHC class II binding affinity with 134,281 pairs from IEDB. Task: Regression. Given a peptide amino acid sequence and an MHC pseudo amino acid sequence, predict their binding affinity value. This is MHC class II binding data. (1) The peptide sequence is NKELRLMYVNCVKKN. The MHC is DRB1_0405 with pseudo-sequence DRB1_0405. The binding affinity (normalized) is 0.555. (2) The binding affinity (normalized) is 0.763. The MHC is HLA-DQA10102-DQB10501 with pseudo-sequence HLA-DQA10102-DQB10501. The peptide sequence is VTYALNTITNLKVQLKK. (3) The peptide sequence is SGHVIPACKNLSPSA. The MHC is DRB1_1101 with pseudo-sequence DRB1_1101. The binding affinity (normalized) is 0.403. (4) The peptide sequence is EGSSIGKLFTQTMKG. The MHC is DRB1_0801 with pseudo-sequence DRB1_0801. The binding affinity (normalized) is 0.501.